Task: Regression/Classification. Given a drug SMILES string, predict its toxicity properties. Task type varies by dataset: regression for continuous values (e.g., LD50, hERG inhibition percentage) or binary classification for toxic/non-toxic outcomes (e.g., AMES mutagenicity, cardiotoxicity, hepatotoxicity). Dataset: ames.. Dataset: Ames mutagenicity test results for genotoxicity prediction (1) The drug is c1cc2c3c(c1)ccc1cccc(c13)C2. The result is 1 (mutagenic). (2) The drug is Cc1ccc(OP(=O)(Oc2cccc(C)c2)Oc2cccc(C)c2)cc1. The result is 0 (non-mutagenic). (3) The drug is C=C(C)C1CC=C(C)C(OC(C)=O)C1. The result is 0 (non-mutagenic). (4) The molecule is Cc1nc2ccc(N)cc2nc1C. The result is 1 (mutagenic). (5) The drug is CC(=O)NCCc1ccc(O)c(-c2c(O)c(O)c3c(c2O)C(=O)c2c(cc(O)c(C(=O)O)c2C(=O)O)C3=O)c1. The result is 0 (non-mutagenic). (6) The drug is C[C@H]1CCCC(=O)CCC/C=C\c2cc(O)cc(O)c2C(=O)O1. The result is 0 (non-mutagenic).